This data is from Reaction yield outcomes from USPTO patents with 853,638 reactions. The task is: Predict the reaction yield, written as a fraction of the theoretical maximum amount of product (1.0 means a 100% yield; for example, 0.34 means a 34% yield). The reactants are N1[CH:6]=[CH:5][CH:4]=[CH:3][C:2]=1[C:7]1[CH:8]=[C:9]2[C:15]([CH:16]=[CH:17][C:18]([NH2:20])=[O:19])=[CH:14][N:13](S(C3C=CC(C)=CC=3)(=O)=O)[C:10]2=[N:11][CH:12]=1.[Li+].[OH-].O1CCOC[CH2:34]1. No catalyst specified. The product is [C:2]1([C:7]2[CH:8]=[C:9]3[C:15]([CH:16]=[CH:17][C:18]([NH2:20])=[O:19])=[CH:14][NH:13][C:10]3=[N:11][CH:12]=2)[CH:3]=[CH:4][CH:5]=[CH:6][CH:34]=1. The yield is 0.300.